This data is from Forward reaction prediction with 1.9M reactions from USPTO patents (1976-2016). The task is: Predict the product of the given reaction. (1) Given the reactants [C:1]([O:5][C:6](=[O:30])[N:7]([C:19]1[CH:24]=[CH:23][C:22]([N+:25]([O-])=O)=[C:21]([C:28]#[N:29])[N:20]=1)[CH2:8][C:9]1[CH:14]=[CH:13][C:12]([O:15][CH3:16])=[CH:11][C:10]=1[O:17][CH3:18])([CH3:4])([CH3:3])[CH3:2].[C:31]1(=O)[CH2:36][CH2:35][CH2:34][CH2:33][CH2:32]1.C(O[BH-](OC(=O)C)OC(=O)C)(=O)C.[Na+].C([O-])(O)=O.[Na+], predict the reaction product. The product is: [C:1]([O:5][C:6](=[O:30])[N:7]([C:19]1[CH:24]=[CH:23][C:22]([NH2:25])=[C:21]([CH2:28][NH:29][CH:31]2[CH2:36][CH2:35][CH2:34][CH2:33][CH2:32]2)[N:20]=1)[CH2:8][C:9]1[CH:14]=[CH:13][C:12]([O:15][CH3:16])=[CH:11][C:10]=1[O:17][CH3:18])([CH3:4])([CH3:3])[CH3:2]. (2) Given the reactants Cl[C:2]1[CH:3]=[CH:4][C:5]([N+:9]([O-:11])=[O:10])=[C:6]([NH2:8])[CH:7]=1.[N:12]1[CH:17]=[CH:16][CH:15]=[CH:14][C:13]=1[N:18]1[CH2:23][CH2:22][NH:21][CH2:20][CH2:19]1.C([O-])([O-])=O.[K+].[K+].O, predict the reaction product. The product is: [N+:9]([C:5]1[CH:4]=[CH:3][C:2]([N:21]2[CH2:22][CH2:23][N:18]([C:13]3[CH:14]=[CH:15][CH:16]=[CH:17][N:12]=3)[CH2:19][CH2:20]2)=[CH:7][C:6]=1[NH2:8])([O-:11])=[O:10]. (3) Given the reactants [C:1](#[N:4])[CH:2]=[CH2:3].[CH3:5][C:6]([C:8]([CH3:10])=[CH2:9])=[CH2:7], predict the reaction product. The product is: [CH3:7][C:6]1[CH2:5][CH:2]([C:1]#[N:4])[CH2:3][CH2:9][C:8]=1[CH3:10]. (4) Given the reactants [F:1][C:2]1[C:32]([F:33])=[CH:31][C:5]2[N:6]([C:13]([NH:15][CH2:16][CH:17]3[CH2:22][CH2:21][N:20]([CH2:23][C:24]4([OH:30])[CH2:29][CH2:28][O:27][CH2:26][CH2:25]4)[CH2:19][CH2:18]3)=[O:14])[C:7](=[O:12])[N:8]([CH:9]([CH3:11])[CH3:10])[C:4]=2[CH:3]=1.[ClH:34].CO, predict the reaction product. The product is: [ClH:34].[F:1][C:2]1[C:32]([F:33])=[CH:31][C:5]2[N:6]([C:13]([NH:15][CH2:16][CH:17]3[CH2:22][CH2:21][N:20]([CH2:23][C:24]4([OH:30])[CH2:25][CH2:26][O:27][CH2:28][CH2:29]4)[CH2:19][CH2:18]3)=[O:14])[C:7](=[O:12])[N:8]([CH:9]([CH3:11])[CH3:10])[C:4]=2[CH:3]=1. (5) Given the reactants [NH:1]1[C:9]2[C:4](=[CH:5][CH:6]=[CH:7][CH:8]=2)[C:3]2([C:13]3=[CH:14][C:15]4[O:19][CH2:18][O:17][C:16]=4[CH:20]=[C:12]3[O:11][CH2:10]2)[C:2]1=[O:21].[CH3:22][C:23]1[O:24][C:25]([C:30]([F:33])([F:32])[F:31])=[C:26]([CH2:28]O)[N:27]=1.C(P(CCCC)CCCC)CCC.CN(C)C(N=NC(N(C)C)=O)=O, predict the reaction product. The product is: [CH3:22][C:23]1[O:24][C:25]([C:30]([F:33])([F:32])[F:31])=[C:26]([CH2:28][N:1]2[C:9]3[C:4](=[CH:5][CH:6]=[CH:7][CH:8]=3)[C:3]3([C:13]4=[CH:14][C:15]5[O:19][CH2:18][O:17][C:16]=5[CH:20]=[C:12]4[O:11][CH2:10]3)[C:2]2=[O:21])[N:27]=1. (6) Given the reactants Cl[C:2]([N:4]=[C:5]=[O:6])=[O:3].[OH:7][NH:8][CH2:9][C:10]1[CH:40]=[CH:39][C:13]([O:14][CH2:15][C:16]2[CH:17]=[C:18]([C:22]3[C:27]([CH3:28])=[CH:26][C:25]([O:29][CH2:30][C:31]4([OH:37])[CH2:36][CH2:35][S:34][CH2:33][CH2:32]4)=[CH:24][C:23]=3[CH3:38])[CH:19]=[CH:20][CH:21]=2)=[CH:12][CH:11]=1.Cl.C[O-].[Na+:44], predict the reaction product. The product is: [OH:37][C:31]1([CH2:30][O:29][C:25]2[CH:26]=[C:27]([CH3:28])[C:22]([C:18]3[CH:19]=[CH:20][CH:21]=[C:16]([CH2:15][O:14][C:13]4[CH:12]=[CH:11][C:10]([CH2:9][N:8]5[C:5](=[O:6])[N-:4][C:2](=[O:3])[O:7]5)=[CH:40][CH:39]=4)[CH:17]=3)=[C:23]([CH3:38])[CH:24]=2)[CH2:32][CH2:33][S:34][CH2:35][CH2:36]1.[Na+:44].